Dataset: Catalyst prediction with 721,799 reactions and 888 catalyst types from USPTO. Task: Predict which catalyst facilitates the given reaction. (1) Reactant: [CH3:1][C:2]1[C:3]([N:9]2[CH2:14][CH2:13][N:12]([C:15]([C:17]3[CH:22]=[CH:21][C:20]([N:23]4[C:27]([CH3:29])([CH3:28])[C:26](=[O:30])[N:25](CC5C=CC(OC)=CC=5)[C:24]4=[O:40])=[CH:19][CH:18]=3)=[O:16])[CH2:11][CH2:10]2)=[N:4][CH:5]=[C:6]([CH3:8])[CH:7]=1.FC(F)(F)S(O)(=O)=O.C(=O)([O-])O.[Na+]. Product: [CH3:1][C:2]1[C:3]([N:9]2[CH2:10][CH2:11][N:12]([C:15]([C:17]3[CH:22]=[CH:21][C:20]([N:23]4[C:27]([CH3:28])([CH3:29])[C:26](=[O:30])[NH:25][C:24]4=[O:40])=[CH:19][CH:18]=3)=[O:16])[CH2:13][CH2:14]2)=[N:4][CH:5]=[C:6]([CH3:8])[CH:7]=1. The catalyst class is: 26. (2) Reactant: FC(F)(F)C(O)=O.[F:8][C:9]1[CH:10]=[C:11]([C:15]2[CH:20]=[C:19]([C:21]3[NH:29][C:28]4[CH2:27][CH2:26][NH:25][C:24](=[O:30])[C:23]=4[CH:22]=3)[CH:18]=[CH:17][N:16]=2)[CH:12]=[CH:13][CH:14]=1.[N+:31]([O-])([OH:33])=[O:32].[OH-].[Na+]. Product: [F:8][C:9]1[CH:10]=[C:11]([C:15]2[CH:20]=[C:19]([C:21]3[NH:29][C:28]4[CH2:27][CH2:26][NH:25][C:24](=[O:30])[C:23]=4[C:22]=3[N+:31]([O-:33])=[O:32])[CH:18]=[CH:17][N:16]=2)[CH:12]=[CH:13][CH:14]=1. The catalyst class is: 65. (3) Reactant: C([O:4][C@@H:5]1[C@H:9]([O:10]C(=O)C)[C@@:8]([CH3:24])([CH2:14][O:15]C(=O)C2C=CC=CC=2)[O:7][C@H:6]1[N:25]1[CH:33]=[N:32][C:31]2[C:26]1=[N:27][CH:28]=[N:29][C:30]=2[NH2:34])(=O)C. Product: [CH3:24][C@:8]1([CH2:14][OH:15])[O:7][C@@H:6]([N:25]2[CH:33]=[N:32][C:31]3[C:26]2=[N:27][CH:28]=[N:29][C:30]=3[NH2:34])[C@H:5]([OH:4])[C@@H:9]1[OH:10]. The catalyst class is: 328.